From a dataset of Reaction yield outcomes from USPTO patents with 853,638 reactions. Predict the reaction yield, written as a fraction of the theoretical maximum amount of product (1.0 means a 100% yield; for example, 0.34 means a 34% yield). (1) The reactants are [CH2:1]([O:3][C:4](=[O:17])[C:5](=O)[CH2:6][C:7]([C:9]1[CH:14]=[CH:13][CH:12]=[C:11]([Cl:15])[CH:10]=1)=[O:8])[CH3:2].Cl.[NH2:19]O. The catalyst is CO. The product is [CH2:1]([O:3][C:4]([C:5]1[CH:6]=[C:7]([C:9]2[CH:14]=[CH:13][CH:12]=[C:11]([Cl:15])[CH:10]=2)[O:8][N:19]=1)=[O:17])[CH3:2]. The yield is 0.710. (2) The reactants are [C:1]([O:7][CH2:8][CH3:9])(=[O:6])[CH2:2][C:3]([CH3:5])=O.[F:10][C:11]1[CH:18]=[C:17]([Br:19])[CH:16]=[CH:15][C:12]=1[CH:13]=O.[NH4+:20].[OH-:21]. The catalyst is CCO.C(Cl)Cl. The product is [Br:19][C:17]1[CH:16]=[CH:15][C:12]([CH:13]2[C:2]([C:1]([O:7][CH2:8][CH3:9])=[O:6])=[C:3]([CH3:5])[NH:20][C:3]([CH3:5])=[C:2]2[C:1]([O:7][CH2:8][CH3:9])=[O:21])=[C:11]([F:10])[CH:18]=1. The yield is 0.580. (3) The reactants are [C:1]([O:5][C:6]([N:8]1[CH2:13][CH2:12][CH:11]([N:14]([C:20]2[CH:25]=[CH:24][C:23]([O:26]CC3C=CC=CC=3)=[CH:22][CH:21]=2)[CH2:15][CH2:16][CH:17]([CH3:19])[CH3:18])[CH2:10][CH2:9]1)=[O:7])([CH3:4])([CH3:3])[CH3:2]. The catalyst is C1COCC1.CO.[Pd]. The product is [C:1]([O:5][C:6]([N:8]1[CH2:13][CH2:12][CH:11]([N:14]([C:20]2[CH:25]=[CH:24][C:23]([OH:26])=[CH:22][CH:21]=2)[CH2:15][CH2:16][CH:17]([CH3:18])[CH3:19])[CH2:10][CH2:9]1)=[O:7])([CH3:3])([CH3:4])[CH3:2]. The yield is 0.820. (4) The reactants are [N:1]([CH2:4][CH2:5][OH:6])=[N+:2]=[N-:3].[S:7](Cl)([C:10]1[CH:16]=[CH:15][C:13]([CH3:14])=[CH:12][CH:11]=1)(=[O:9])=[O:8]. The catalyst is C(Cl)Cl. The product is [N:1]([CH2:4][CH2:5][O:6][S:7]([C:10]1[CH:16]=[CH:15][C:13]([CH3:14])=[CH:12][CH:11]=1)(=[O:9])=[O:8])=[N+:2]=[N-:3]. The yield is 0.850. (5) The reactants are Cl[C:2]1[N:7]=[C:6]([C:8]#[N:9])[CH:5]=[CH:4][N:3]=1.[NH2:10][CH:11]([CH2:24][CH:25]1[CH2:30][CH2:29][CH2:28][CH2:27][CH2:26]1)[C:12]([NH:14][C:15]1([C:22]#[N:23])[CH2:20][CH2:19][N:18]([CH3:21])[CH2:17][CH2:16]1)=[O:13].C(N(CC)C(C)C)(C)C. The catalyst is C(#N)C. The product is [C:22]([C:15]1([NH:14][C:12](=[O:13])[CH:11]([NH:10][C:2]2[N:7]=[C:6]([C:8]#[N:9])[CH:5]=[CH:4][N:3]=2)[CH2:24][CH:25]2[CH2:26][CH2:27][CH2:28][CH2:29][CH2:30]2)[CH2:16][CH2:17][N:18]([CH3:21])[CH2:19][CH2:20]1)#[N:23]. The yield is 0.520. (6) The reactants are Cl.[C:2]([O:5][C@H:6]1[C@H:11]([NH2:12])[C@@H:10]([O:13][C:14](=[O:16])[CH3:15])[C@H:9]([O:17][C:18](=[O:20])[CH3:19])[C@@H:8]([CH2:21][O:22][C:23](=[O:25])[CH3:24])[O:7]1)(=[O:4])[CH3:3].C(N(CC)CC)C.[CH3:33][O:34][CH2:35][C:36](Cl)=[O:37]. The catalyst is C(Cl)Cl. The product is [C:2]([O:5][C@H:6]1[C@H:11]([NH:12][C:36](=[O:37])[CH2:35][O:34][CH3:33])[C@@H:10]([O:13][C:14](=[O:16])[CH3:15])[C@H:9]([O:17][C:18](=[O:20])[CH3:19])[C@@H:8]([CH2:21][O:22][C:23](=[O:25])[CH3:24])[O:7]1)(=[O:4])[CH3:3]. The yield is 0.700. (7) The reactants are [C:1]([C:5]1[CH:6]=[C:7]([NH:11][C:12]([C:14]2[CH:23]=[C:22]3[C:17]([CH:18]=[CH:19][C:20]([O:24][C:25]4[CH:30]=[CH:29][N:28]=[C:27]([NH:31]C(=O)OC(C)(C)C)[CH:26]=4)=[CH:21]3)=[CH:16][CH:15]=2)=[O:13])[CH:8]=[CH:9][CH:10]=1)([CH3:4])([CH3:3])[CH3:2]. The catalyst is Cl.O1CCOCC1. The product is [NH2:31][C:27]1[CH:26]=[C:25]([O:24][C:20]2[CH:21]=[C:22]3[C:17]([CH:16]=[CH:15][C:14]([C:12]([NH:11][C:7]4[CH:8]=[CH:9][CH:10]=[C:5]([C:1]([CH3:4])([CH3:3])[CH3:2])[CH:6]=4)=[O:13])=[CH:23]3)=[CH:18][CH:19]=2)[CH:30]=[CH:29][N:28]=1. The yield is 0.980. (8) The reactants are Cl[C:2]1[CH:7]=[C:6]([Cl:8])[N:5]=[CH:4][N:3]=1.[F:9][C:10]([F:20])([F:19])[O:11][C:12]1[CH:18]=[CH:17][C:15]([NH2:16])=[CH:14][CH:13]=1.CCN(C(C)C)C(C)C. The catalyst is CCO. The product is [Cl:8][C:6]1[N:5]=[CH:4][N:3]=[C:2]([NH:16][C:15]2[CH:17]=[CH:18][C:12]([O:11][C:10]([F:9])([F:19])[F:20])=[CH:13][CH:14]=2)[CH:7]=1. The yield is 0.840.